From a dataset of Full USPTO retrosynthesis dataset with 1.9M reactions from patents (1976-2016). Predict the reactants needed to synthesize the given product. (1) Given the product [CH2:31]([NH:33][C:4](=[O:5])[C:3]1[CH:7]=[CH:8][C:9]([C:11]2[N:16]=[C:15]3[N:17]([CH2:20][C:21]4[CH:22]=[C:23]5[C:28](=[CH:29][CH:30]=4)[N:27]=[CH:26][CH:25]=[CH:24]5)[N:18]=[N:19][C:14]3=[CH:13][CH:12]=2)=[CH:10][C:2]=1[F:1])[CH3:32], predict the reactants needed to synthesize it. The reactants are: [F:1][C:2]1[CH:10]=[C:9]([C:11]2[N:16]=[C:15]3[N:17]([CH2:20][C:21]4[CH:22]=[C:23]5[C:28](=[CH:29][CH:30]=4)[N:27]=[CH:26][CH:25]=[CH:24]5)[N:18]=[N:19][C:14]3=[CH:13][CH:12]=2)[CH:8]=[CH:7][C:3]=1[C:4](O)=[O:5].[CH2:31]([N:33](C(C)C)C(C)C)[CH3:32].CN(C(ON1N=NC2C=CC=NC1=2)=[N+](C)C)C.F[P-](F)(F)(F)(F)F.Cl.C(N)C. (2) The reactants are: C(O[N:19]1[C:24](=O)[CH2:23][CH2:22][C:20]1=O)(OCC1C2C(=CC=CC=2)C2C1=CC=CC=2)=O.Cl.N[C@@H:28](CC=CC)[C:29]([OH:31])=[O:30].C([O-])(O)=O.[Na+].Cl. Given the product [CH2:24]([NH:19][CH2:28][C:29]([OH:31])=[O:30])[CH:23]=[CH:22][CH3:20], predict the reactants needed to synthesize it. (3) Given the product [F:25][C:5]1[CH:4]=[C:3]([F:38])[CH:8]=[CH:7][C:6]=1[C:15]1[C:20]([C:21]#[N:22])=[C:19]([O:23][CH3:24])[N:18]=[CH:17][N:16]=1, predict the reactants needed to synthesize it. The reactants are: C([C:3]1[C:8](NS(CC)(=O)=O)=[CH:7][C:6]([C:15]2[C:20]([C:21]#[N:22])=[C:19]([O:23][CH3:24])[N:18]=[CH:17][N:16]=2)=[C:5]([F:25])[CH:4]=1)#N.ClC1C=CN=CN=1.C(=O)([O-])O.[Na+].[F:38]C1C=C(F)C=CC=1B(O)O. (4) Given the product [NH2:5][CH2:6][CH2:7][C:8](=[N:24][OH:25])[C:9]([CH3:23])([CH3:22])[NH:10][CH2:11][CH2:12][O:13][NH:14][C:15]([CH3:20])([CH3:21])[C:16](=[N:18][OH:19])[CH3:17], predict the reactants needed to synthesize it. The reactants are: C1(=O)[N:5]([CH2:6][CH2:7][C:8](=[N:24][OH:25])[C:9]([CH3:23])([CH3:22])[NH:10][CH2:11][CH2:12][O:13][NH:14][C:15]([CH3:21])([CH3:20])[C:16](=[N:18][OH:19])[CH3:17])C(=O)C2=CC=CC=C12.NN.